From a dataset of Full USPTO retrosynthesis dataset with 1.9M reactions from patents (1976-2016). Predict the reactants needed to synthesize the given product. The reactants are: Br[C:2]1[C:7]([CH2:8][OH:9])=[CH:6][CH:5]=[CH:4][N:3]=1.C(=O)([O-])[O-].[Na+].[Na+].[N:16]1[CH:21]=[CH:20][C:19](B(O)O)=[CH:18][CH:17]=1.[OH-].[Na+]. Given the product [N:3]1[CH:4]=[CH:5][CH:6]=[C:7]([CH2:8][OH:9])[C:2]=1[C:19]1[CH:20]=[CH:21][N:16]=[CH:17][CH:18]=1, predict the reactants needed to synthesize it.